From a dataset of Catalyst prediction with 721,799 reactions and 888 catalyst types from USPTO. Predict which catalyst facilitates the given reaction. Reactant: C(=O)([O-])[O-].[Cs+].[Cs+].Cl.Cl[CH2:9][CH2:10][N:11]1[CH2:16][CH2:15][O:14][CH2:13][CH2:12]1.[NH2:17][C:18]1[C:27]2[N:28]=[C:29]([CH2:38][CH3:39])[N:30]([CH2:31][CH:32]3[CH2:37][CH2:36][O:35][CH2:34][CH2:33]3)[C:26]=2[C:25]2[CH:24]=[CH:23][C:22]([OH:40])=[CH:21][C:20]=2[N:19]=1.C(=O)([O-])[O-].[Na+].[Na+]. Product: [CH2:38]([C:29]1[N:30]([CH2:31][CH:32]2[CH2:37][CH2:36][O:35][CH2:34][CH2:33]2)[C:26]2[C:25]3[CH:24]=[CH:23][C:22]([O:40][CH2:9][CH2:10][N:11]4[CH2:16][CH2:15][O:14][CH2:13][CH2:12]4)=[CH:21][C:20]=3[N:19]=[C:18]([NH2:17])[C:27]=2[N:28]=1)[CH3:39]. The catalyst class is: 3.